Task: Predict the product of the given reaction.. Dataset: Forward reaction prediction with 1.9M reactions from USPTO patents (1976-2016) (1) Given the reactants Cl[C:2]1[C:11]2[C:6](=[CH:7][C:8]([S:12]([NH:15][C:16]3[CH:21]=[CH:20][N:19]=[CH:18][N:17]=3)(=[O:14])=[O:13])=[CH:9][CH:10]=2)[CH:5]=[CH:4][N:3]=1.[F:22][C:23]1[C:28](B(O)O)=[CH:27][C:26]([CH3:32])=[CH:25][N:24]=1.C(=O)([O-])[O-].[K+].[K+].B(O)O, predict the reaction product. The product is: [F:22][C:23]1[C:28]([C:2]2[C:11]3[C:6](=[CH:7][C:8]([S:12]([NH:15][C:16]4[CH:21]=[CH:20][N:19]=[CH:18][N:17]=4)(=[O:14])=[O:13])=[CH:9][CH:10]=3)[CH:5]=[CH:4][N:3]=2)=[CH:27][C:26]([CH3:32])=[CH:25][N:24]=1. (2) Given the reactants [CH2:1]([N:3]1[C:12]2[C:7](=[CH:8][CH:9]=[C:10]([O:23][CH2:24][C:25]3[CH:30]=[CH:29][C:28]([O:31][CH3:32])=[CH:27][CH:26]=3)[C:11]=2[O:13][CH2:14][C:15]2[CH:20]=[CH:19][C:18]([O:21][CH3:22])=[CH:17][CH:16]=2)[C:6](=[O:33])[C:5]([CH:34]=O)=[CH:4]1)[CH3:2].[NH:36]1[CH2:40][CH2:39][CH2:38][CH2:37]1.C(O[BH-](OC(=O)C)OC(=O)C)(=O)C.[Na+].CC(O)=O, predict the reaction product. The product is: [CH2:1]([N:3]1[C:12]2[C:7](=[CH:8][CH:9]=[C:10]([O:23][CH2:24][C:25]3[CH:26]=[CH:27][C:28]([O:31][CH3:32])=[CH:29][CH:30]=3)[C:11]=2[O:13][CH2:14][C:15]2[CH:20]=[CH:19][C:18]([O:21][CH3:22])=[CH:17][CH:16]=2)[C:6](=[O:33])[C:5]([CH2:34][N:36]2[CH2:40][CH2:39][CH2:38][CH2:37]2)=[CH:4]1)[CH3:2]. (3) Given the reactants Cl[C:2]1C=CC(C2C=CN3C(=O)NN=C3C=2C2C=CN=CC=2)=CC=1.[Cl:24][C:25]1[CH:30]=[CH:29][C:28]([C:31]2[CH:36]=[CH:35][N:34]3[C:37](=[O:51])[N:38]([CH2:40][C:41]4[CH:46]=[CH:45][C:44]([S:47]([CH3:50])(=[O:49])=[O:48])=[CH:43][CH:42]=4)[N:39]=[C:33]3[C:32]=2[C:52]2[CH:57]=[CH:56][N:55]=[CH:54][CH:53]=2)=[CH:27][CH:26]=1, predict the reaction product. The product is: [Cl:24][C:25]1[CH:30]=[CH:29][C:28]([C:31]2[CH:36]=[CH:35][N:34]3[C:37](=[O:51])[N:38]([CH2:40][C:41]4[CH:46]=[CH:45][C:44]([S:47]([CH2:50][CH3:2])(=[O:48])=[O:49])=[CH:43][CH:42]=4)[N:39]=[C:33]3[C:32]=2[C:52]2[CH:53]=[CH:54][N:55]=[CH:56][CH:57]=2)=[CH:27][CH:26]=1. (4) Given the reactants [C:1](#[N:3])[CH3:2].[H-].[Na+].[C:6]([C:8]([CH3:14])([CH3:13])[C:9](OC)=[O:10])#[N:7], predict the reaction product. The product is: [CH3:13][C:8]([CH3:14])([C:9](=[O:10])[CH2:2][C:1]#[N:3])[C:6]#[N:7].